Dataset: Forward reaction prediction with 1.9M reactions from USPTO patents (1976-2016). Task: Predict the product of the given reaction. (1) Given the reactants Br[C:2]1[CH:7]=[CH:6][C:5]([O:8][CH2:9][CH3:10])=[CH:4][CH:3]=1.C([Li])CCC.[CH3:16][C:17]([C:19]1[CH:24]=[CH:23][CH:22]=[C:21]([Br:25])[CH:20]=1)=O.Cl, predict the reaction product. The product is: [Br:25][C:21]1[CH:22]=[CH:23][CH:24]=[C:19]([C:17]([C:2]2[CH:7]=[CH:6][C:5]([O:8][CH2:9][CH3:10])=[CH:4][CH:3]=2)=[CH2:16])[CH:20]=1. (2) Given the reactants [S:1]1[C:5]([C:6](O)=[O:7])=[CH:4][C:3]2[CH2:9][CH2:10][CH2:11][C:2]1=2.[H-].[Al+3].[Li+].[H-].[H-].[H-].O.Cl, predict the reaction product. The product is: [S:1]1[C:5]([CH2:6][OH:7])=[CH:4][C:3]2[CH2:9][CH2:10][CH2:11][C:2]1=2.